From a dataset of Forward reaction prediction with 1.9M reactions from USPTO patents (1976-2016). Predict the product of the given reaction. Given the reactants Br[C:2]1[C:3]([C:37]([F:40])([F:39])[F:38])=[N:4][N:5]([CH2:7][C:8]([NH:10][C@H:11]([C:21]2[C:26]([C:27]3[CH:28]=[CH:29][C:30]([F:36])=[C:31]([CH:35]=3)[C:32]([NH2:34])=[O:33])=[CH:25][CH:24]=[CH:23][N:22]=2)[CH2:12][C:13]2[CH:18]=[C:17]([F:19])[CH:16]=[C:15]([F:20])[CH:14]=2)=[O:9])[CH:6]=1.[CH:41]1(B(O)O)[CH2:43][CH2:42]1.[O-]P([O-])([O-])=O.[K+].[K+].[K+].C1(P(C2CCCCC2)C2CCCCC2)CCCCC1, predict the reaction product. The product is: [CH:41]1([C:2]2[C:3]([C:37]([F:40])([F:39])[F:38])=[N:4][N:5]([CH2:7][C:8]([NH:10][C@H:11]([C:21]3[C:26]([C:27]4[CH:28]=[CH:29][C:30]([F:36])=[C:31]([CH:35]=4)[C:32]([NH2:34])=[O:33])=[CH:25][CH:24]=[CH:23][N:22]=3)[CH2:12][C:13]3[CH:14]=[C:15]([F:20])[CH:16]=[C:17]([F:19])[CH:18]=3)=[O:9])[CH:6]=2)[CH2:43][CH2:42]1.